Task: Predict the reaction yield, written as a fraction of the theoretical maximum amount of product (1.0 means a 100% yield; for example, 0.34 means a 34% yield).. Dataset: Reaction yield outcomes from USPTO patents with 853,638 reactions The reactants are [C:1]([C:4]1[CH:5]=[N:6][C:7]2[C:12]([C:13]=1[NH:14][C@H:15]1[CH2:20][CH2:19][C@H:18]([NH:21]C(=O)OC(C)(C)C)[CH2:17][CH2:16]1)=[CH:11][C:10]([C:29]1[CH:34]=[C:33]([F:35])[C:32]([OH:36])=[C:31]([Cl:37])[CH:30]=1)=[CH:9][CH:8]=2)(=[O:3])[CH3:2].O.Cl. The catalyst is C1COCC1. The product is [NH2:21][C@H:18]1[CH2:19][CH2:20][C@H:15]([NH:14][C:13]2[C:12]3[C:7](=[CH:8][CH:9]=[C:10]([C:29]4[CH:34]=[C:33]([F:35])[C:32]([OH:36])=[C:31]([Cl:37])[CH:30]=4)[CH:11]=3)[N:6]=[CH:5][C:4]=2[C:1](=[O:3])[CH3:2])[CH2:16][CH2:17]1. The yield is 0.590.